From a dataset of Forward reaction prediction with 1.9M reactions from USPTO patents (1976-2016). Predict the product of the given reaction. (1) The product is: [C:1]([C:4]1[CH:5]=[N:6][C:7]2[C:12]([C:13]=1[NH:14][C:15]1[CH:16]=[CH:17][C:18]([N:21]3[CH2:25][CH2:24][CH:23]([N:26]([CH3:34])[C:27](=[O:33])[O:28][C:29]([CH3:32])([CH3:31])[CH3:30])[CH2:22]3)=[N:19][CH:20]=1)=[CH:11][C:10]([C:41]1[CH:40]=[C:39]([F:52])[C:38]([OH:53])=[C:37]([Cl:36])[CH:42]=1)=[CH:9][CH:8]=2)(=[O:3])[CH3:2]. Given the reactants [C:1]([C:4]1[CH:5]=[N:6][C:7]2[C:12]([C:13]=1[NH:14][C:15]1[CH:16]=[CH:17][C:18]([N:21]3[CH2:25][CH2:24][CH:23]([N:26]([CH3:34])[C:27](=[O:33])[O:28][C:29]([CH3:32])([CH3:31])[CH3:30])[CH2:22]3)=[N:19][CH:20]=1)=[CH:11][C:10](Br)=[CH:9][CH:8]=2)(=[O:3])[CH3:2].[Cl:36][C:37]1[CH:42]=[C:41](B2OC(C)(C)C(C)(C)O2)[CH:40]=[C:39]([F:52])[C:38]=1[OH:53], predict the reaction product. (2) Given the reactants CC1C=CC(C2OC(C)=NN=2)=CC=1C1C=CC(C(O)=O)=CC=1.[CH:23]1([CH2:29][CH2:30][NH:31][C:32]([C:34]2[CH:39]=[CH:38][C:37]([C:40]3[CH:45]=[C:44]([C:46]4[O:47][C:48]([CH3:51])=[N:49][N:50]=4)[CH:43]=[CH:42][C:41]=3[CH3:52])=[CH:36][CH:35]=2)=[O:33])[CH2:28][CH2:27][CH2:26][CH2:25][CH2:24]1.C1C=CC2N(O)N=NC=2C=1.Cl.CN(C)CCCN=C=NCC.C1(CCN)CCCCC1, predict the reaction product. The product is: [CH:23]1([CH2:29][CH2:30][NH:31][C:32]([C:34]2[CH:39]=[CH:38][C:37]([C:40]3[CH:45]=[C:44]([C:46]4[O:47][C:48]([CH3:51])=[N:49][N:50]=4)[CH:43]=[CH:42][C:41]=3[CH3:52])=[CH:36][CH:35]=2)=[O:33])[CH2:28][CH2:27][CH2:26][CH2:25][CH2:24]1.